This data is from Forward reaction prediction with 1.9M reactions from USPTO patents (1976-2016). The task is: Predict the product of the given reaction. (1) Given the reactants [CH2:1]([C:8]1[C:9]([CH3:14])=[N:10][NH:11][C:12]=1[NH2:13])[C:2]1[CH:7]=[CH:6][CH:5]=[CH:4][CH:3]=1.[NH:15]1[C:23]2[C:18](=[CH:19][CH:20]=[C:21]([C:24](=O)[CH2:25][C:26](OCC)=[O:27])[CH:22]=2)[CH:17]=[CH:16]1, predict the reaction product. The product is: [CH2:1]([C:8]1[C:9]([CH3:14])=[N:10][N:11]2[C:26](=[O:27])[CH:25]=[C:24]([C:21]3[CH:22]=[C:23]4[C:18]([CH:17]=[CH:16][NH:15]4)=[CH:19][CH:20]=3)[NH:13][C:12]=12)[C:2]1[CH:3]=[CH:4][CH:5]=[CH:6][CH:7]=1. (2) Given the reactants S(=O)(=O)(O)O.[CH3:6][O:7][C:8]1[C:16]2[O:15][C:14]([CH3:18])([CH3:17])[CH2:13][C:12]=2[CH:11]=[C:10]([CH:19]=[C:20]([CH3:22])[CH3:21])[CH:9]=1.[N+:23]([C:26]1[CH:27]=[C:28]([CH:31]=[CH:32][CH:33]=1)[C:29]#[N:30])([O-:25])=[O:24].N, predict the reaction product. The product is: [CH3:6][O:7][C:8]1[CH:9]=[C:10]2[C:11](=[C:12]3[CH2:13][C:14]([CH3:17])([CH3:18])[O:15][C:16]=13)[C:29]([C:28]1[CH:31]=[CH:32][CH:33]=[C:26]([N+:23]([O-:25])=[O:24])[CH:27]=1)=[N:30][C:20]([CH3:22])([CH3:21])[CH2:19]2. (3) The product is: [CH3:15][C:12]1([CH3:16])[C:11]2[CH:17]=[CH:18][C:8]([NH:7][CH3:6])=[CH:9][C:10]=2[O:14][CH2:13]1. Given the reactants C(O[C:6](=O)[NH:7][C:8]1[CH:18]=[CH:17][C:11]2[C:12]([CH3:16])([CH3:15])[CH2:13][O:14][C:10]=2[CH:9]=1)(C)(C)C.[H-].[Na+].CI, predict the reaction product. (4) Given the reactants [CH3:1][C:2]1([C:8]2[CH:13]=[CH:12][C:11]([CH3:14])=[CH:10][CH:9]=2)[C:5](=[O:6])[CH2:4][C:3]1=[O:7].[CH:15](=O)[C:16]1[CH:21]=[CH:20][CH:19]=[CH:18][CH:17]=1.[Cl:23][C:24]1[CH:32]=[C:31]2[C:27]([C:28]([CH2:33][NH:34][C:35](=[O:37])[CH3:36])=[CH:29][NH:30]2)=[CH:26][CH:25]=1, predict the reaction product. The product is: [Cl:23][C:24]1[CH:32]=[C:31]2[C:27]([C:28]([CH2:33][NH:34][C:35](=[O:37])[CH3:36])=[C:29]([CH:15]([C:4]3[C:3](=[O:7])[C:2]([CH3:1])([C:8]4[CH:13]=[CH:12][C:11]([CH3:14])=[CH:10][CH:9]=4)[C:5]=3[OH:6])[C:16]3[CH:21]=[CH:20][CH:19]=[CH:18][CH:17]=3)[NH:30]2)=[CH:26][CH:25]=1. (5) The product is: [CH3:1][NH:2][C:3]1([C:13]#[N:14])[CH2:7][CH2:6][CH2:5][CH2:4]1. Given the reactants [CH3:1][NH2:2].[C:3]1(=O)[CH2:7][CH2:6][CH2:5][CH2:4]1.C[Si]([C:13]#[N:14])(C)C, predict the reaction product. (6) Given the reactants [CH2:1]([N:3]([CH2:22][CH3:23])[C:4](=[O:21])[C:5]([C:19]#[N:20])=[CH:6][C:7]1[CH:12]=[C:11]([N+:13]([O-:15])=[O:14])[C:10]([OH:16])=[C:9]([O:17]C)[CH:8]=1)[CH3:2].C(N(CC)CC)C.[Cl-].[Cl-].[Cl-].[Al+3].Cl, predict the reaction product. The product is: [CH2:22]([N:3]([CH2:1][CH3:2])[C:4](=[O:21])[C:5]([C:19]#[N:20])=[CH:6][C:7]1[CH:12]=[C:11]([N+:13]([O-:15])=[O:14])[C:10]([OH:16])=[C:9]([OH:17])[CH:8]=1)[CH3:23]. (7) Given the reactants [N+]([O-])(O)=O.[Cl:5][C:6]1[C:7]([F:16])=[C:8]([CH:12]=[CH:13][C:14]=1[F:15])[C:9]([OH:11])=[O:10].[Br:17]Br, predict the reaction product. The product is: [Br:17][C:13]1[C:14]([F:15])=[C:6]([Cl:5])[C:7]([F:16])=[C:8]([CH:12]=1)[C:9]([OH:11])=[O:10].